Dataset: Catalyst prediction with 721,799 reactions and 888 catalyst types from USPTO. Task: Predict which catalyst facilitates the given reaction. Reactant: [Mn]([O-])(=O)(=O)=O.[K+].[CH:7]1([O:12][C:13]2[C:18]([O:19][CH:20]([F:22])[F:21])=[CH:17][N:16]=[C:15]([CH2:23][OH:24])[CH:14]=2)[CH2:11][CH2:10][CH2:9][CH2:8]1.[OH-].[K+].C([OH:30])(C)C. Product: [CH:7]1([O:12][C:13]2[C:18]([O:19][CH:20]([F:21])[F:22])=[CH:17][N:16]=[C:15]([C:23]([OH:30])=[O:24])[CH:14]=2)[CH2:8][CH2:9][CH2:10][CH2:11]1. The catalyst class is: 6.